The task is: Predict which catalyst facilitates the given reaction.. This data is from Catalyst prediction with 721,799 reactions and 888 catalyst types from USPTO. (1) Reactant: [NH:1]1[C:9]2[C:4](=[CH:5][CH:6]=[CH:7][CH:8]=2)[CH:3]=[CH:2]1.[H-].[Na+].Cl[C:13]1[N:14]=[C:15]([N:32]2[CH2:37][CH2:36][O:35][CH2:34][CH2:33]2)[C:16]2[S:21][C:20]([CH2:22][N:23]3[CH2:28][CH2:27][CH:26]([N:29]([CH3:31])[CH3:30])[CH2:25][CH2:24]3)=[CH:19][C:17]=2[N:18]=1. Product: [N:1]1([C:13]2[N:14]=[C:15]([N:32]3[CH2:33][CH2:34][O:35][CH2:36][CH2:37]3)[C:16]3[S:21][C:20]([CH2:22][N:23]4[CH2:24][CH2:25][CH:26]([N:29]([CH3:31])[CH3:30])[CH2:27][CH2:28]4)=[CH:19][C:17]=3[N:18]=2)[C:9]2[C:4](=[CH:5][CH:6]=[CH:7][CH:8]=2)[CH:3]=[CH:2]1. The catalyst class is: 18. (2) The catalyst class is: 2. Product: [C:22]([C:20]1[N:19]([CH2:26][CH:27]2[CH2:32][CH2:31][C:30]([F:33])([F:34])[CH2:29][CH2:28]2)[C:18]2[CH:35]=[CH:36][C:15]([S:12]([N:10]3[CH2:9][CH:8]([NH2:7])[CH2:11]3)(=[O:14])=[O:13])=[CH:16][C:17]=2[N:21]=1)([CH3:25])([CH3:23])[CH3:24]. Reactant: C(OC(=O)[NH:7][CH:8]1[CH2:11][N:10]([S:12]([C:15]2[CH:36]=[CH:35][C:18]3[N:19]([CH2:26][CH:27]4[CH2:32][CH2:31][C:30]([F:34])([F:33])[CH2:29][CH2:28]4)[C:20]([C:22]([CH3:25])([CH3:24])[CH3:23])=[N:21][C:17]=3[CH:16]=2)(=[O:14])=[O:13])[CH2:9]1)(C)(C)C.C(O)(C(F)(F)F)=O. (3) Reactant: [Mg].BrCC.Br[C:6]1[CH:11]=[CH:10][CH:9]=[CH:8][C:7]=1[CH2:12][O:13][CH:14]1[CH2:19][CH2:18][CH2:17][CH2:16][O:15]1.CON(C)[C:23]([C:25]1[O:29][N:28]=[C:27]([CH3:30])[CH:26]=1)=[O:24]. Product: [CH3:30][C:27]1[CH:26]=[C:25]([C:23]([C:6]2[CH:11]=[CH:10][CH:9]=[CH:8][C:7]=2[CH2:12][O:13][CH:14]2[CH2:19][CH2:18][CH2:17][CH2:16][O:15]2)=[O:24])[O:29][N:28]=1. The catalyst class is: 90. (4) Reactant: C(OC(=O)COC1C=CC=C([S:13]([N:16]2[CH2:25][CH:24]([CH3:26])[C:23]3[C:18](=[CH:19][C:20](OS(C(F)(F)F)(=O)=O)=[CH:21][CH:22]=3)[CH2:17]2)(=[O:15])=[O:14])C=1C)C.[F:37][C:38]([F:49])([F:48])[C:39]1[CH:44]=[CH:43][C:42](B(O)O)=[CH:41][CH:40]=1.[OH2:50].O.O.P([O-])([O-])([O-])=O.[K+].[K+].[K+].[C:61]([O:64][CH2:65][CH3:66])(=[O:63])[CH3:62].[C:67]1([CH3:73])[CH:72]=[CH:71][CH:70]=[CH:69][CH:68]=1. Product: [CH2:65]([O:64][C:61](=[O:63])[CH2:62][O:50][C:68]1[CH:69]=[CH:70][C:71]([S:13]([N:16]2[CH2:25][CH:24]([CH3:26])[C:19]3[C:18](=[CH:23][C:22]([C:42]4[CH:43]=[CH:44][C:39]([C:38]([F:49])([F:48])[F:37])=[CH:40][CH:41]=4)=[CH:21][CH:20]=3)[CH2:17]2)(=[O:15])=[O:14])=[CH:72][C:67]=1[CH3:73])[CH3:66]. The catalyst class is: 103. (5) Reactant: [O:1]=[C:2]1[NH:7][CH2:6][CH2:5][N:4]([C:8]([O:10][C:11]([CH3:14])([CH3:13])[CH3:12])=[O:9])[CH2:3]1.[H-].[Na+].Br[CH:18]([CH3:29])[C:19]([O:21][CH2:22][C:23]1[CH:28]=[CH:27][CH:26]=[CH:25][CH:24]=1)=[O:20].C(=O)(O)[O-].[Na+]. Product: [CH2:22]([O:21][C:19](=[O:20])[CH:18]([N:7]1[CH2:6][CH2:5][N:4]([C:8]([O:10][C:11]([CH3:14])([CH3:13])[CH3:12])=[O:9])[CH2:3][C:2]1=[O:1])[CH3:29])[C:23]1[CH:28]=[CH:27][CH:26]=[CH:25][CH:24]=1. The catalyst class is: 3. (6) Reactant: [CH:1]12[C:13](=[O:14])[O:12][C:10](=[O:11])[CH:2]1[CH:3]1[C:8](=[O:9])[O:7][C:5](=[O:6])[CH:4]12.[CH:15]1[CH:28]=[C:27]2[C:18]([CH:19]=[C:20]3[C:25](=[CH:26]2)[CH:24]=[CH:23][C:22]([CH2:29][CH2:30][CH2:31][C:32]([OH:34])=[O:33])=[CH:21]3)=[CH:17][CH:16]=1. Product: [CH:2]12[C:10](=[O:11])[O:12][C:13](=[O:14])[CH:1]1[CH:4]1[C:5](=[O:6])[O:7][C:8](=[O:9])[CH:3]12.[CH:15]1[CH:28]=[C:27]2[C:18]([CH:19]=[C:20]3[C:25](=[CH:26]2)[CH:24]=[CH:23][C:22]([CH2:29][CH2:30][CH2:31][C:32]([OH:34])=[O:33])=[CH:21]3)=[CH:17][CH:16]=1. The catalyst class is: 37. (7) Reactant: C([N:8]1[CH2:13][CH2:12][N:11]([C:14]([C:16]2[CH:20]=[C:19]([CH3:21])[N:18]([C:22]3[CH:27]=[CH:26][CH:25]=[CH:24][CH:23]=3)[C:17]=2[C:28]2[CH:33]=[CH:32][CH:31]=[CH:30][CH:29]=2)=[O:15])[C@@H:10]([CH:34]=O)[CH2:9]1)C1C=CC=CC=1.[NH2:36][C:37]1[CH:42]=[CH:41][CH:40]=[CH:39][CH:38]=1.C(O[BH-](OC(=O)C)OC(=O)C)(=O)C.[Na+].C(=O)(O)[O-].[Na+].[Cl:62]CCl. Product: [ClH:62].[ClH:62].[CH3:21][C:19]1[N:18]([C:22]2[CH:23]=[CH:24][CH:25]=[CH:26][CH:27]=2)[C:17]([C:28]2[CH:33]=[CH:32][CH:31]=[CH:30][CH:29]=2)=[C:16]([C:14]([N:11]2[CH2:12][CH2:13][NH:8][CH2:9][C@@H:10]2[CH2:34][NH:36][C:37]2[CH:42]=[CH:41][CH:40]=[CH:39][CH:38]=2)=[O:15])[CH:20]=1. The catalyst class is: 640. (8) Reactant: [CH2:1]([O:3][C:4](=[O:11])[C:5]([CH3:10])([CH3:9])[C:6]([OH:8])=O)[CH3:2].C1N=CN(C(N2C=NC=C2)=O)C=1.[SH:24][CH2:25][CH2:26][OH:27]. Product: [OH:27][CH2:26][CH2:25][S:24][C:6](=[O:8])[C:5]([CH3:10])([CH3:9])[C:4]([O:3][CH2:1][CH3:2])=[O:11]. The catalyst class is: 2.